This data is from Reaction yield outcomes from USPTO patents with 853,638 reactions. The task is: Predict the reaction yield, written as a fraction of the theoretical maximum amount of product (1.0 means a 100% yield; for example, 0.34 means a 34% yield). The reactants are [C:1]([O:5][C:6](=[O:44])[NH:7][CH2:8][C:9]1[C:14]([C:15]2[CH:20]=[CH:19][C:18]([Cl:21])=[CH:17][C:16]=2[Cl:22])=[CH:13][N:12]2[C:23]([N:26]3[CH2:31][CH2:30][N:29](S(C4C=CC=CC=4[N+]([O-])=O)(=O)=O)[CH2:28][CH2:27]3)=[CH:24][N:25]=[C:11]2[CH:10]=1)([CH3:4])([CH3:3])[CH3:2].O[Li].O.SCC(O)=O.C([O-])(O)=O.[Na+]. The catalyst is CN(C=O)C. The product is [C:1]([O:5][C:6](=[O:44])[NH:7][CH2:8][C:9]1[C:14]([C:15]2[CH:20]=[CH:19][C:18]([Cl:21])=[CH:17][C:16]=2[Cl:22])=[CH:13][N:12]2[C:23]([N:26]3[CH2:31][CH2:30][NH:29][CH2:28][CH2:27]3)=[CH:24][N:25]=[C:11]2[CH:10]=1)([CH3:4])([CH3:2])[CH3:3]. The yield is 0.770.